Task: Predict the product of the given reaction.. Dataset: Forward reaction prediction with 1.9M reactions from USPTO patents (1976-2016) Given the reactants [CH:1]1([CH2:4][O:5][C:6]2[N:11]=[C:10]([C:12]([OH:14])=O)[CH:9]=[CH:8][C:7]=2[N:15]2[CH2:18][C:17]([F:20])([F:19])[CH2:16]2)[CH2:3][CH2:2]1.Cl.[F:22][C:23]1([F:30])[C:27]([F:29])([F:28])[CH2:26][NH:25][CH2:24]1.CN(C(ON1N=NC2C=CC=CC1=2)=[N+](C)C)C.[B-](F)(F)(F)F.CCN(C(C)C)C(C)C, predict the reaction product. The product is: [CH:1]1([CH2:4][O:5][C:6]2[N:11]=[C:10]([C:12]([N:25]3[CH2:26][C:27]([F:29])([F:28])[C:23]([F:30])([F:22])[CH2:24]3)=[O:14])[CH:9]=[CH:8][C:7]=2[N:15]2[CH2:18][C:17]([F:20])([F:19])[CH2:16]2)[CH2:2][CH2:3]1.